This data is from Reaction yield outcomes from USPTO patents with 853,638 reactions. The task is: Predict the reaction yield, written as a fraction of the theoretical maximum amount of product (1.0 means a 100% yield; for example, 0.34 means a 34% yield). (1) The reactants are [CH:1]1[C:13]2[CH:12]([CH2:14][O:15][C:16]([NH:18][C@@H:19]([C@@H:23]([O:25][C:26]([CH3:29])([CH3:28])[CH3:27])[CH3:24])[C:20](O)=[O:21])=[O:17])[C:11]3[C:6](=[CH:7][CH:8]=[CH:9][CH:10]=3)[C:5]=2[CH:4]=[CH:3][CH:2]=1.ClC(OCC(C)C)=O.CN1CCOCC1.[BH4-].[Na+]. The catalyst is C1COCC1.O. The product is [C:26]([O:25][C@@H:23]([CH3:24])[C@H:19]([NH:18][C:16](=[O:17])[O:15][CH2:14][CH:12]1[C:13]2[CH:1]=[CH:2][CH:3]=[CH:4][C:5]=2[C:6]2[C:11]1=[CH:10][CH:9]=[CH:8][CH:7]=2)[CH2:20][OH:21])([CH3:29])([CH3:27])[CH3:28]. The yield is 0.980. (2) The reactants are BrC1C=C[C:5](NCC(OC)=O)=[N:6]C=1.[Cl:14][C:15]1[CH:23]=[CH:22][CH:21]=[C:20]2[C:16]=1[C:17]([CH:25]=O)=[CH:18][N:19]2[CH3:24].CN1C2C(=CC=CC=2)C(C)=C1C=O. No catalyst specified. The product is [Cl:14][C:15]1[CH:23]=[CH:22][CH:21]=[C:20]2[C:16]=1[C:17]([CH2:25][NH:6][CH3:5])=[CH:18][N:19]2[CH3:24]. The yield is 0.780. (3) The catalyst is C(#N)C. The product is [N:1]1([CH:7]2[CH2:12][CH2:11][N:10]([C:13](=[O:54])[CH:14]([NH:34][C:35]([N:37]3[CH2:42][CH2:41][CH:40]([N:43]4[CH2:52][C:51]5[C:46](=[CH:47][CH:48]=[CH:49][CH:50]=5)[NH:45][C:44]4=[O:53])[CH2:39][CH2:38]3)=[O:36])[CH2:15][C:16]3[CH:17]=[C:18]4[C:22](=[CH:23][CH:24]=3)[NH:21][CH:20]=[CH:19]4)[CH2:9][CH2:8]2)[CH2:2][CH2:3][CH2:4][CH2:5][CH2:6]1. The reactants are [N:1]1([CH:7]2[CH2:12][CH2:11][N:10]([C:13](=[O:54])[CH:14]([NH:34][C:35]([N:37]3[CH2:42][CH2:41][CH:40]([N:43]4[CH2:52][C:51]5[C:46](=[CH:47][CH:48]=[CH:49][CH:50]=5)[NH:45][C:44]4=[O:53])[CH2:39][CH2:38]3)=[O:36])[CH2:15][C:16]3[CH:17]=[C:18]4[C:22](=[CH:23][CH:24]=3)[N:21](S(CC[Si](C)(C)C)(=O)=O)[CH:20]=[CH:19]4)[CH2:9][CH2:8]2)[CH2:6][CH2:5][CH2:4][CH2:3][CH2:2]1.[F-].[Cs+]. The yield is 0.700.